Dataset: Full USPTO retrosynthesis dataset with 1.9M reactions from patents (1976-2016). Task: Predict the reactants needed to synthesize the given product. (1) The reactants are: [CH2:1]([O:15][CH2:16][CH:17]([OH:34])[CH2:18][O:19][CH2:20][CH2:21][CH2:22][CH2:23][CH2:24][CH2:25][CH2:26][CH2:27][CH2:28][CH2:29][CH2:30][CH2:31][CH2:32][CH3:33])[CH2:2][CH2:3][CH2:4][CH2:5][CH2:6][CH2:7][CH2:8][CH2:9][CH2:10][CH2:11][CH2:12][CH2:13][CH3:14].C(N(CC)CC)C.[C:42](Cl)(=[O:53])[O:43][C:44]1[CH:49]=[CH:48][C:47]([N+:50]([O-:52])=[O:51])=[CH:46][CH:45]=1. Given the product [C:42](=[O:53])([O:43][C:44]1[CH:45]=[CH:46][C:47]([N+:50]([O-:52])=[O:51])=[CH:48][CH:49]=1)[O:34][CH:17]([CH2:18][O:19][CH2:20][CH2:21][CH2:22][CH2:23][CH2:24][CH2:25][CH2:26][CH2:27][CH2:28][CH2:29][CH2:30][CH2:31][CH2:32][CH3:33])[CH2:16][O:15][CH2:1][CH2:2][CH2:3][CH2:4][CH2:5][CH2:6][CH2:7][CH2:8][CH2:9][CH2:10][CH2:11][CH2:12][CH2:13][CH3:14], predict the reactants needed to synthesize it. (2) Given the product [CH3:13][C:10]1[CH:11]=[CH:12][C:4]([CH3:3])=[C:5]2[C:9]=1[CH2:8][CH2:7][CH2:6]2, predict the reactants needed to synthesize it. The reactants are: [OH-].[K+].[CH3:3][C:4]1[CH:12]=[CH:11][C:10]([CH3:13])=[C:9]2[C:5]=1[CH2:6][CH2:7][C:8]2=O.O.NN.CC1(C)CC2C(=CC=CC=2)C1=O.